This data is from Forward reaction prediction with 1.9M reactions from USPTO patents (1976-2016). The task is: Predict the product of the given reaction. Given the reactants Br[C:2]1[CH:3]=[CH:4][C:5]([CH2:8][N:9]2[C:17](=[O:18])[C:16]3[C:11](=[CH:12][CH:13]=[CH:14][CH:15]=3)[C:10]2=[O:19])=[N:6][CH:7]=1.CC1(C)C(C)(C)[O:24][B:23](B2OC(C)(C)C(C)(C)O2)[O:22]1.C([O-])(=O)C.[K+], predict the reaction product. The product is: [O:19]=[C:10]1[C:11]2[C:16](=[CH:15][CH:14]=[CH:13][CH:12]=2)[C:17](=[O:18])[N:9]1[CH2:8][C:5]1[N:6]=[CH:7][C:2]([B:23]([OH:24])[OH:22])=[CH:3][CH:4]=1.